Dataset: Full USPTO retrosynthesis dataset with 1.9M reactions from patents (1976-2016). Task: Predict the reactants needed to synthesize the given product. (1) Given the product [C:1]([O:5][C:6]([N:8]1[CH2:9][CH2:10][C:11](=[O:14])[CH:12]([CH2:16][CH3:17])[CH2:13]1)=[O:7])([CH3:4])([CH3:2])[CH3:3], predict the reactants needed to synthesize it. The reactants are: [C:1]([O:5][C:6]([N:8]1[CH2:13][CH2:12][C:11](=[O:14])[CH2:10][CH2:9]1)=[O:7])([CH3:4])([CH3:3])[CH3:2].N1CC[CH2:17][C:16]1=O.O.ICC. (2) Given the product [NH:14]1[CH2:15][CH2:16][C@H:12]([NH:11][C:4]2[C:5]3[C:10](=[CH:9][CH:8]=[CH:7][CH:6]=3)[N:1]=[CH:2][CH:3]=2)[CH2:13]1, predict the reactants needed to synthesize it. The reactants are: [N:1]1[C:10]2[C:5](=[CH:6][CH:7]=[CH:8][CH:9]=2)[C:4]([NH:11][C@H:12]2[CH2:16][CH2:15][N:14](C(OC(C)(C)C)=O)[CH2:13]2)=[CH:3][CH:2]=1. (3) Given the product [N:12]1([C@H:13]2[CH2:18][CH2:17][C@H:16]([C:19]([O:21][CH2:22][C:23]3[CH:24]=[CH:25][CH:26]=[CH:27][CH:28]=3)=[O:20])[CH2:15][CH2:14]2)[CH:34]=[N:31][N:37]=[N:36]1, predict the reactants needed to synthesize it. The reactants are: C(OCC)(OCC)OCC.Cl.[NH2:12][C@H:13]1[CH2:18][CH2:17][C@H:16]([C:19]([O:21][CH2:22][C:23]2[CH:28]=[CH:27][CH:26]=[CH:25][CH:24]=2)=[O:20])[CH2:15][CH2:14]1.C([N:31]([CH2:34]C)CC)C.[N-:36]=[N+:37]=[N-].[Na+].